From a dataset of NCI-60 drug combinations with 297,098 pairs across 59 cell lines. Regression. Given two drug SMILES strings and cell line genomic features, predict the synergy score measuring deviation from expected non-interaction effect. (1) Drug 1: COC1=C(C=C2C(=C1)N=CN=C2NC3=CC(=C(C=C3)F)Cl)OCCCN4CCOCC4. Drug 2: C1=CN(C=N1)CC(O)(P(=O)(O)O)P(=O)(O)O. Cell line: TK-10. Synergy scores: CSS=19.3, Synergy_ZIP=-9.26, Synergy_Bliss=-12.1, Synergy_Loewe=-12.6, Synergy_HSA=-9.79. (2) Drug 1: C1=CC=C(C=C1)NC(=O)CCCCCCC(=O)NO. Drug 2: C1CN(P(=O)(OC1)NCCCl)CCCl. Cell line: TK-10. Synergy scores: CSS=27.5, Synergy_ZIP=-8.60, Synergy_Bliss=-1.71, Synergy_Loewe=-0.260, Synergy_HSA=-0.220. (3) Drug 1: CC1C(C(CC(O1)OC2CC(CC3=C2C(=C4C(=C3O)C(=O)C5=C(C4=O)C(=CC=C5)OC)O)(C(=O)C)O)N)O.Cl. Drug 2: C1C(C(OC1N2C=NC(=NC2=O)N)CO)O. Cell line: NCIH23. Synergy scores: CSS=32.1, Synergy_ZIP=5.17, Synergy_Bliss=7.73, Synergy_Loewe=-4.09, Synergy_HSA=7.26. (4) Drug 1: C1CCC(C1)C(CC#N)N2C=C(C=N2)C3=C4C=CNC4=NC=N3. Drug 2: COC1=CC(=CC(=C1O)OC)C2C3C(COC3=O)C(C4=CC5=C(C=C24)OCO5)OC6C(C(C7C(O6)COC(O7)C8=CC=CS8)O)O. Cell line: HCT-15. Synergy scores: CSS=38.4, Synergy_ZIP=-5.24, Synergy_Bliss=-3.45, Synergy_Loewe=-49.6, Synergy_HSA=-4.31. (5) Drug 1: C1CC(C1)(C(=O)O)C(=O)O.[NH2-].[NH2-].[Pt+2]. Drug 2: C1CN(CCN1C(=O)CCBr)C(=O)CCBr. Cell line: NCI-H226. Synergy scores: CSS=4.29, Synergy_ZIP=3.98, Synergy_Bliss=-0.0527, Synergy_Loewe=-1.58, Synergy_HSA=-0.0742. (6) Drug 1: CN1CCC(CC1)COC2=C(C=C3C(=C2)N=CN=C3NC4=C(C=C(C=C4)Br)F)OC. Drug 2: C1=NC2=C(N=C(N=C2N1C3C(C(C(O3)CO)O)O)F)N. Cell line: MOLT-4. Synergy scores: CSS=29.2, Synergy_ZIP=-3.49, Synergy_Bliss=-0.749, Synergy_Loewe=-19.7, Synergy_HSA=-0.470. (7) Drug 1: CC1=CC=C(C=C1)C2=CC(=NN2C3=CC=C(C=C3)S(=O)(=O)N)C(F)(F)F. Drug 2: C1=CC=C(C(=C1)C(C2=CC=C(C=C2)Cl)C(Cl)Cl)Cl. Cell line: OVCAR3. Synergy scores: CSS=1.91, Synergy_ZIP=-1.02, Synergy_Bliss=2.91, Synergy_Loewe=1.70, Synergy_HSA=-1.07. (8) Drug 1: CCCS(=O)(=O)NC1=C(C(=C(C=C1)F)C(=O)C2=CNC3=C2C=C(C=N3)C4=CC=C(C=C4)Cl)F. Drug 2: CN1C2=C(C=C(C=C2)N(CCCl)CCCl)N=C1CCCC(=O)O.Cl. Cell line: HOP-92. Synergy scores: CSS=-1.42, Synergy_ZIP=-2.85, Synergy_Bliss=-0.142, Synergy_Loewe=-1.48, Synergy_HSA=-1.61.